This data is from Full USPTO retrosynthesis dataset with 1.9M reactions from patents (1976-2016). The task is: Predict the reactants needed to synthesize the given product. (1) Given the product [C:5]([C:4](=[C:3]([C:1]1[S:25][C:24]([CH:23]=[CH:22][C:19]2[CH:20]=[CH:21][C:16]([N:15]([CH2:31][CH2:32][CH2:33][CH3:34])[CH2:11][CH2:12][CH2:13][CH3:14])=[CH:17][C:18]=2[O:29][CH3:30])=[CH:28][CH:27]=1)[C:9]#[N:10])[C:7]#[N:8])#[N:6], predict the reactants needed to synthesize it. The reactants are: [C:1]([C:3]([C:9]#[N:10])=[C:4]([C:7]#[N:8])[C:5]#[N:6])#N.[CH2:11]([N:15]([CH2:31][CH2:32][CH2:33][CH3:34])[C:16]1[CH:21]=[CH:20][C:19]([CH:22]=[CH:23][C:24]2[S:25]C=[CH:27][CH:28]=2)=[C:18]([O:29][CH3:30])[CH:17]=1)[CH2:12][CH2:13][CH3:14]. (2) Given the product [C:8]([O:12][C:13]([NH:15][C@H:16]([CH2:17][OH:18])[CH2:20][CH2:21][C:22]([O:24][CH3:25])=[O:23])=[O:14])([CH3:10])([CH3:9])[CH3:11], predict the reactants needed to synthesize it. The reactants are: CN1CCOCC1.[C:8]([O:12][C:13]([NH:15][C@@H:16]([CH2:20][CH2:21][C:22]([O:24][CH3:25])=[O:23])[C:17](O)=[O:18])=[O:14])([CH3:11])([CH3:10])[CH3:9].ClC(OCC)=O.[BH4-].[Na+].OS([O-])(=O)=O.[K+]. (3) The reactants are: [NH2:1][C:2]1[CH:7]=[CH:6][CH:5]=[CH:4][C:3]=1[OH:8].[C:9]([O:13][C:14]([N:16]1[CH2:21][CH2:20][C:19](=O)[CH2:18][CH2:17]1)=[O:15])([CH3:12])([CH3:11])[CH3:10].C(O[BH-](OC(=O)C)OC(=O)C)(=O)C.[Na+].C(O)(=O)C.C([O-])(O)=O.[Na+]. Given the product [C:9]([O:13][C:14]([N:16]1[CH2:21][CH2:20][CH:19]([NH:1][C:2]2[CH:7]=[CH:6][CH:5]=[CH:4][C:3]=2[OH:8])[CH2:18][CH2:17]1)=[O:15])([CH3:12])([CH3:10])[CH3:11], predict the reactants needed to synthesize it. (4) Given the product [C:11]([C:13]1([NH:16][C:17]([C@H:19]2[CH2:23][C@H:22]([S:24]([C:27]3[CH:32]=[CH:31][C:30]([C:4]4[CH:5]=[CH:6][N:1]=[C:2]([CH3:10])[CH:3]=4)=[CH:29][C:28]=3[C:34]([F:36])([F:35])[F:37])(=[O:26])=[O:25])[CH2:21][C@@H:20]2[O:38][CH:39]2[CH2:43][CH2:42][CH2:41][CH2:40]2)=[O:18])[CH2:14][CH2:15]1)#[N:12], predict the reactants needed to synthesize it. The reactants are: [N:1]1[CH:6]=[CH:5][C:4](B(O)O)=[CH:3][C:2]=1[CH3:10].[C:11]([C:13]1([NH:16][C:17]([C@H:19]2[CH2:23][C@H:22]([S:24]([C:27]3[CH:32]=[CH:31][C:30](Br)=[CH:29][C:28]=3[C:34]([F:37])([F:36])[F:35])(=[O:26])=[O:25])[CH2:21][C@@H:20]2[O:38][CH:39]2[CH2:43][CH2:42][CH2:41][CH2:40]2)=[O:18])[CH2:15][CH2:14]1)#[N:12].C(C1(NC([C@H]2C[C@H](S(C3C=CC(Br)=CC=3C(F)(F)F)(=O)=O)C[C@@H]2OC)=O)CC1)#N. (5) Given the product [Cl:1][C:2]1[CH:7]=[C:6]([C:8]#[C:9][C:10]2[N:11]=[C:12]([CH3:15])[N:13]([C:17]3[CH:22]=[CH:21][C:20]([CH3:23])=[CH:19][N:18]=3)[CH:14]=2)[CH:5]=[CH:4][N:3]=1, predict the reactants needed to synthesize it. The reactants are: [Cl:1][C:2]1[CH:7]=[C:6]([C:8]#[C:9][C:10]2[N:11]=[C:12]([CH3:15])[NH:13][CH:14]=2)[CH:5]=[CH:4][N:3]=1.F[C:17]1[CH:22]=[CH:21][C:20]([CH3:23])=[CH:19][N:18]=1. (6) Given the product [NH2:1][C:2]1[C:6]2[CH:7]=[N:8][C:9]3[CH:10]=[C:11]([OH:17])[C:12]([O:15][CH3:16])=[CH:13][C:14]=3[C:5]=2[S:4][C:3]=1[C:26]([O:28][CH3:29])=[O:27], predict the reactants needed to synthesize it. The reactants are: [NH2:1][C:2]1[C:6]2[CH:7]=[N:8][C:9]3[CH:10]=[C:11]([O:17]CC4C=CC=CC=4)[C:12]([O:15][CH3:16])=[CH:13][C:14]=3[C:5]=2[S:4](=O)[C:3]=1[C:26]([O:28][CH3:29])=[O:27].